Dataset: Full USPTO retrosynthesis dataset with 1.9M reactions from patents (1976-2016). Task: Predict the reactants needed to synthesize the given product. (1) Given the product [NH3:4].[CH:1]1([N:4]2[C:13]([CH3:14])([CH3:18])[C:12]3[C:7](=[CH:8][CH:9]=[CH:10][CH:11]=3)[NH:6][C:5]2=[O:19])[CH2:3][CH2:2]1, predict the reactants needed to synthesize it. The reactants are: [CH:1]1([N:4]2[C:13]([CH3:18])([C:14](Cl)(Cl)Cl)[C:12]3[C:7](=[CH:8][CH:9]=[CH:10][CH:11]=3)[NH:6][C:5]2=[O:19])[CH2:3][CH2:2]1.C(N(CC)CC)C. (2) Given the product [BrH:1].[BrH:1].[F:56][C:7]1([F:6])[CH2:8][CH2:9][CH:10]([C:13]2[C:22]3[C@@H:21]([OH:23])[CH2:20][C:19]([CH3:24])([CH3:25])[CH2:18][C:17]=3[N:16]=[C:15]([CH:26]3[CH2:31][CH2:30][N:29]([C:32]4[N:37]=[CH:36][C:35]([O:38][CH2:39][C@H:40]([OH:43])[CH2:41][OH:42])=[CH:34][N:33]=4)[CH2:28][CH2:27]3)[C:14]=2[C@@H:44]([F:55])[C:45]2[CH:50]=[CH:49][C:48]([C:51]([F:52])([F:54])[F:53])=[CH:47][CH:46]=2)[CH2:11][CH2:12]1, predict the reactants needed to synthesize it. The reactants are: [BrH:1].CC(C)=O.[F:6][C:7]1([F:56])[CH2:12][CH2:11][CH:10]([C:13]2[C:22]3[C@@H:21]([OH:23])[CH2:20][C:19]([CH3:25])([CH3:24])[CH2:18][C:17]=3[N:16]=[C:15]([CH:26]3[CH2:31][CH2:30][N:29]([C:32]4[N:37]=[CH:36][C:35]([O:38][CH2:39][C@H:40]([OH:43])[CH2:41][OH:42])=[CH:34][N:33]=4)[CH2:28][CH2:27]3)[C:14]=2[C@@H:44]([F:55])[C:45]2[CH:50]=[CH:49][C:48]([C:51]([F:54])([F:53])[F:52])=[CH:47][CH:46]=2)[CH2:9][CH2:8]1. (3) The reactants are: [F:1][C:2]([F:13])([F:12])[C:3]1[CH:4]=[C:5]([CH:9]=[CH:10][CH:11]=1)[C:6](Cl)=[O:7].[CH3:14][N:15]1[C:20](=[O:21])[N:19]([CH3:22])[C:18](=[O:23])[C:17]([N:24]2[CH2:29][CH2:28][NH:27][CH2:26][CH2:25]2)=[N:16]1. Given the product [CH3:14][N:15]1[C:20](=[O:21])[N:19]([CH3:22])[C:18](=[O:23])[C:17]([N:24]2[CH2:25][CH2:26][N:27]([C:6](=[O:7])[C:5]3[CH:9]=[CH:10][CH:11]=[C:3]([C:2]([F:13])([F:12])[F:1])[CH:4]=3)[CH2:28][CH2:29]2)=[N:16]1.[F:1][C:2]([F:13])([F:12])[C:9]1[CH:10]=[CH:11][C:3]([C:2]([F:13])([F:12])[F:1])=[CH:4][C:5]=1[C:6]([N:27]1[CH2:26][CH2:25][N:24]([C:17]2[C:18](=[O:23])[N:19]([CH3:22])[C:20](=[O:21])[N:15]([CH3:14])[N:16]=2)[CH2:29][CH2:28]1)=[O:7], predict the reactants needed to synthesize it. (4) Given the product [Cl:8][C:9]1[C:18]2[C:13](=[CH:14][C:15]([F:20])=[CH:16][C:17]=2[F:19])[N:12]=[C:11]([N:21]2[CH2:26][CH2:25][N:24]([C:29]3[CH:34]=[CH:33][CH:32]=[CH:31][CH:30]=3)[CH2:23][CH2:22]2)[C:10]=1[CH3:27], predict the reactants needed to synthesize it. The reactants are: FC(F)(F)C(O)=O.[Cl:8][C:9]1[C:18]2[C:13](=[CH:14][C:15]([F:20])=[CH:16][C:17]=2[F:19])[N:12]=[C:11]([N:21]2[CH2:26][CH2:25][NH:24][CH2:23][CH2:22]2)[C:10]=1[CH3:27].I[C:29]1[CH:34]=[CH:33][CH:32]=[CH:31][CH:30]=1. (5) Given the product [Cl:3][C:4]1[CH:5]=[CH:6][C:7]([C:10]2[S:18][C:32]3[C:31](=[O:33])[N:15]([CH2:20][CH2:21][C:22]4[CH:23]=[CH:24][C:25]([CH2:28][N:29]([CH3:30])[C:43](=[O:42])[CH3:44])=[CH:26][CH:27]=4)[CH:14]=[N:13][C:12]=3[CH:11]=2)=[CH:8][CH:9]=1, predict the reactants needed to synthesize it. The reactants are: Cl.Cl.[Cl:3][C:4]1[CH:9]=[CH:8][C:7]([C:10]2[S:18]C3C(=O)[N:15]([CH2:20][CH2:21][C:22]4[CH:27]=[CH:26][C:25]([CH2:28][NH:29][CH3:30])=[CH:24][CH:23]=4)[CH:14]=[N:13][C:12]=3[CH:11]=2)=[CH:6][CH:5]=1.[C:31](Cl)(=[O:33])[CH3:32].C(N(CC)CC)C.[O:42]1CC[CH2:44][CH2:43]1. (6) The reactants are: [Br:1][C:2]1[CH:12]=[CH:11][C:5]([C:6]([CH2:8][C:9]#[N:10])=[O:7])=[CH:4][CH:3]=1.C([BH3-])#N.[Na+]. Given the product [Br:1][C:2]1[CH:3]=[CH:4][C:5]([CH:6]([OH:7])[CH2:8][C:9]#[N:10])=[CH:11][CH:12]=1, predict the reactants needed to synthesize it. (7) Given the product [CH2:22]([O:21][CH2:20][C:6]#[C:7][C:8]([C:9]1[CH:14]=[CH:13][CH:12]=[CH:11][CH:10]=1)=[O:15])[CH:18]=[CH:19][C:9]1[CH:14]=[CH:13][CH:12]=[CH:11][CH:10]=1, predict the reactants needed to synthesize it. The reactants are: C(N([CH2:6][CH3:7])CC)C.[C:8](Cl)(=[O:15])[C:9]1[CH:14]=[CH:13][CH:12]=[CH:11][CH:10]=1.O.[CH2:18]1[CH2:22][O:21][CH2:20][CH2:19]1.